Dataset: Forward reaction prediction with 1.9M reactions from USPTO patents (1976-2016). Task: Predict the product of the given reaction. (1) Given the reactants [Cl:1][C:2]1[CH:24]=[CH:23][C:5]([CH2:6][NH:7][C:8]([C:10]2[CH:19]=[CH:18][C:13]([C:14]([O:16]C)=O)=[C:12]([N:20]=[C:21]=[S:22])[CH:11]=2)=[O:9])=[CH:4][CH:3]=1.[CH3:25][C:26]1[N:27]=[C:28]([CH2:31][NH2:32])[S:29][CH:30]=1.Cl, predict the reaction product. The product is: [Cl:1][C:2]1[CH:3]=[CH:4][C:5]([CH2:6][NH:7][C:8]([C:10]2[CH:11]=[C:12]3[C:13]([C:14](=[O:16])[N:32]([CH2:31][C:28]4[S:29][CH:30]=[C:26]([CH3:25])[N:27]=4)[C:21](=[S:22])[NH:20]3)=[CH:18][CH:19]=2)=[O:9])=[CH:23][CH:24]=1. (2) Given the reactants [C:1]([C:4]1[CH:5]=[N:6][CH:7]=[CH:8][C:9]=1[CH2:10][CH:11]1[CH2:19][C:18]2[C:13](=[CH:14][C:15]([O:22][CH3:23])=[C:16]([O:20][CH3:21])[CH:17]=2)[C:12]1=[O:24])(=[O:3])[CH3:2].[CH3:25][C:26]1[CH:33]=[CH:32][CH:31]=[CH:30][C:27]=1[CH2:28][Br:29], predict the reaction product. The product is: [Br-:29].[C:1]([C:4]1[CH:5]=[N+:6]([CH2:25][C:26]2[CH:33]=[CH:32][CH:31]=[CH:30][C:27]=2[CH3:28])[CH:7]=[CH:8][C:9]=1[CH2:10][CH:11]1[CH2:19][C:18]2[C:13](=[CH:14][C:15]([O:22][CH3:23])=[C:16]([O:20][CH3:21])[CH:17]=2)[C:12]1=[O:24])(=[O:3])[CH3:2]. (3) Given the reactants [NH2:1][C:2]1[N:10]=[CH:9][N:8]=[C:7]2[C:3]=1[N:4]=[C:5]([S:26][C:27]1[C:35]([Br:36])=[CH:34][C:30]3[O:31][CH2:32][O:33][C:29]=3[CH:28]=1)[N:6]2[CH2:11][CH2:12][CH:13]1[CH2:18][CH2:17][CH2:16][N:15](C(OC(C)(C)C)=O)[CH2:14]1.Cl, predict the reaction product. The product is: [Br:36][C:35]1[C:27]([S:26][C:5]2[N:6]([CH2:11][CH2:12][CH:13]3[CH2:18][CH2:17][CH2:16][NH:15][CH2:14]3)[C:7]3[C:3]([N:4]=2)=[C:2]([NH2:1])[N:10]=[CH:9][N:8]=3)=[CH:28][C:29]2[O:33][CH2:32][O:31][C:30]=2[CH:34]=1. (4) Given the reactants [CH2:1]([OH:5])[CH2:2][C:3]#[CH:4].S([O-])([O-])(=O)=O.C([N+](CCCC)(CCCC)CCCC)CCC.C([N+](CCCC)(CCCC)CCCC)CCC.[OH-].[Na+].Br[CH2:48][C:49]([O:51][C:52]([CH3:55])([CH3:54])[CH3:53])=[O:50], predict the reaction product. The product is: [CH2:1]([O:5][CH2:48][C:49]([O:51][C:52]([CH3:55])([CH3:54])[CH3:53])=[O:50])[CH2:2][C:3]#[CH:4]. (5) Given the reactants Br[C:2]1[CH:3]=[N:4][N:5]2[CH:10]=[C:9]([C:11]3[CH:12]=[N:13][N:14]([CH3:16])[CH:15]=3)[CH:8]=[C:7]([O:17][CH3:18])[C:6]=12.[CH2:19]([NH2:26])[C:20]1[CH:25]=[CH:24][CH:23]=[CH:22][CH:21]=1.CC(C1C=C(C(C)C)C(C2C(P(C(C)(C)C)C(C)(C)C)=CC=CC=2)=C(C(C)C)C=1)C, predict the reaction product. The product is: [CH2:19]([NH:26][C:2]1[CH:3]=[N:4][N:5]2[CH:10]=[C:9]([C:11]3[CH:12]=[N:13][N:14]([CH3:16])[CH:15]=3)[CH:8]=[C:7]([O:17][CH3:18])[C:6]=12)[C:20]1[CH:25]=[CH:24][CH:23]=[CH:22][CH:21]=1.